This data is from Forward reaction prediction with 1.9M reactions from USPTO patents (1976-2016). The task is: Predict the product of the given reaction. (1) Given the reactants [Cl:1][C:2]1[CH:27]=[CH:26][C:5]([CH2:6][N:7]2[C:15]3[C:10](=[CH:11][C:12]([CH:16]=[C:17]4[S:21][C:20](SCC)=[N:19][C:18]4=[O:25])=[CH:13][CH:14]=3)[CH:9]=[N:8]2)=[C:4]([C:28]([F:31])([F:30])[F:29])[CH:3]=1.[NH:32]1[CH2:35][C:34](=[O:36])[CH2:33]1, predict the reaction product. The product is: [Cl:1][C:2]1[CH:27]=[CH:26][C:5]([CH2:6][N:7]2[C:15]3[C:10](=[CH:11][C:12]([CH:16]=[C:17]4[S:21][C:20]([N:32]5[CH2:35][C:34](=[O:36])[CH2:33]5)=[N:19][C:18]4=[O:25])=[CH:13][CH:14]=3)[CH:9]=[N:8]2)=[C:4]([C:28]([F:31])([F:29])[F:30])[CH:3]=1. (2) Given the reactants [Cl:1][C:2]1[CH:3]=[C:4]([NH2:19])[CH:5]=[CH:6][C:7]=1[O:8][C:9]1[CH:14]=[CH:13][N:12]=[C:11]2[CH:15]=[C:16]([I:18])[S:17][C:10]=12.FC1C=CC([NH:27][C:28]([C:30]2([C:33](O)=[O:34])[CH2:32][CH2:31]2)=[O:29])=CC=1.C1(C(O)=O)(C(O)=O)CC1.[F:45][C:46]1[CH:52]=[CH:51][C:49](N)=[CH:48][CH:47]=1, predict the reaction product. The product is: [Cl:1][C:2]1[CH:3]=[C:4]([N:19]([C:49]2[CH:51]=[CH:52][C:46]([F:45])=[CH:47][CH:48]=2)[C:33]([C:30]2([C:28]([NH2:27])=[O:29])[CH2:31][CH2:32]2)=[O:34])[CH:5]=[CH:6][C:7]=1[O:8][C:9]1[CH:14]=[CH:13][N:12]=[C:11]2[CH:15]=[C:16]([I:18])[S:17][C:10]=12. (3) Given the reactants [F:1][C:2]([F:21])([F:20])[C:3]1[N:8]=[CH:7][C:6]([C:9]2[N:14]=[C:13](N)[C:12]([C:16]([F:19])([F:18])[F:17])=[CH:11][N:10]=2)=[CH:5][N:4]=1.N(OC(C)(C)C)=O.[Cl-:29].[Na+].O, predict the reaction product. The product is: [Cl:29][C:13]1[C:12]([C:16]([F:19])([F:18])[F:17])=[CH:11][N:10]=[C:9]([C:6]2[CH:5]=[N:4][C:3]([C:2]([F:21])([F:20])[F:1])=[N:8][CH:7]=2)[N:14]=1. (4) Given the reactants C([O:3][C:4]([C:6]1[S:7][C:8]2[CH2:13][CH2:12][CH2:11][C:9]=2[N:10]=1)=[O:5])C.[OH-].[Na+], predict the reaction product. The product is: [S:7]1[C:8]2[CH2:13][CH2:12][CH2:11][C:9]=2[N:10]=[C:6]1[C:4]([OH:5])=[O:3].